This data is from Forward reaction prediction with 1.9M reactions from USPTO patents (1976-2016). The task is: Predict the product of the given reaction. (1) Given the reactants [Si:1]([O:8][CH2:9][C:10]([C:12]1[CH:17]=[CH:16][CH:15]=[CH:14][CH:13]=1)=[O:11])([C:4]([CH3:7])([CH3:6])[CH3:5])([CH3:3])[CH3:2].[CH2:18](O)[CH2:19][OH:20], predict the reaction product. The product is: [C:4]([Si:1]([CH3:3])([CH3:2])[O:8][CH2:9][C:10]1([C:12]2[CH:13]=[CH:14][CH:15]=[CH:16][CH:17]=2)[O:20][CH2:19][CH2:18][O:11]1)([CH3:7])([CH3:6])[CH3:5]. (2) Given the reactants [CH3:1][C:2]1([CH3:12])[CH2:7][CH2:6][CH2:5][CH:4]([CH2:8]C(O)=O)[CH2:3]1.C1C=CC(P([N:27]=[N+]=[N-])(C2C=CC=CC=2)=O)=CC=1.[CH2:30]([OH:37])[C:31]1[CH:36]=[CH:35][CH:34]=[CH:33][CH:32]=1.C1[CH2:42][O:41]CC1, predict the reaction product. The product is: [CH2:30]([O:37][C:42](=[O:41])[NH:27][CH2:8][CH:4]1[CH2:5][CH2:6][CH2:7][C:2]([CH3:1])([CH3:12])[CH2:3]1)[C:31]1[CH:36]=[CH:35][CH:34]=[CH:33][CH:32]=1. (3) The product is: [OH:28][CH2:27][C:23]12[CH2:26][C:19]([C:17]3[NH:16][C:3]4[C:4](=[O:15])[N:5]([CH2:12][CH2:13][CH3:14])[C:6](=[O:11])[N:7]([CH2:8][CH2:9][CH3:10])[C:2]=4[N:1]=3)([CH2:25][CH2:24]1)[CH2:20][CH2:21][CH2:22]2. Given the reactants [NH2:1][C:2]1[N:7]([CH2:8][CH2:9][CH3:10])[C:6](=[O:11])[N:5]([CH2:12][CH2:13][CH3:14])[C:4](=[O:15])[C:3]=1[NH:16][C:17]([C:19]12[CH2:26][C:23]([CH2:27][OH:28])([CH2:24][CH2:25]1)[CH2:22][CH2:21][CH2:20]2)=O, predict the reaction product. (4) Given the reactants Cl[C:2]1[C:3]2[S:10][C:9]([I:11])=[CH:8][C:4]=2[N:5]=[CH:6][N:7]=1.[CH3:12][O:13][C:14]1[CH:15]=[C:16]([CH:19]=[CH:20][C:21]=1[O:22][CH3:23])[CH2:17][NH2:18].CC(O)C, predict the reaction product. The product is: [CH3:12][O:13][C:14]1[CH:15]=[C:16]([CH:19]=[CH:20][C:21]=1[O:22][CH3:23])[CH2:17][NH:18][C:2]1[C:3]2[S:10][C:9]([I:11])=[CH:8][C:4]=2[N:5]=[CH:6][N:7]=1. (5) Given the reactants [O:1]=[C:2]([C:10]1[C:23]2[C:24]3=[C:25]4[C:20](=[CH:21][CH:22]=2)[CH:19]=[CH:18][CH:17]=[C:16]4[CH:15]=[CH:14][C:13]3=[CH:12][CH:11]=1)[CH2:3][CH2:4][C:5]([O:7]CC)=[O:6].Cl[S:27]([OH:30])(=[O:29])=[O:28], predict the reaction product. The product is: [O:1]=[C:2]([C:10]1[C:23]2[C:24]3=[C:25]4[C:20](=[CH:21][CH:22]=2)[CH:19]=[CH:18][C:17]([S:27]([OH:30])(=[O:29])=[O:28])=[C:16]4[CH:15]=[CH:14][C:13]3=[CH:12][CH:11]=1)[CH2:3][CH2:4][C:5]([OH:7])=[O:6]. (6) Given the reactants C[O:2][C:3](=O)[C:4](=[O:29])[N:5]1[CH2:9][CH2:8][CH2:7][CH:6]1[C:10](=[O:28])[CH:11]([CH2:20][CH2:21][C:22]1[CH:27]=[CH:26][CH:25]=[CH:24][CH:23]=1)[CH2:12][CH2:13][C:14]1[CH:19]=[CH:18][CH:17]=[CH:16][CH:15]=1.[CH3:31][C:32]([Mg]Cl)([CH3:35])[CH2:33][CH3:34].[Cl-].[NH4+], predict the reaction product. The product is: [CH3:31][C:32]([CH3:35])([CH2:33][CH3:34])[C:3](=[O:2])[C:4]([N:5]1[CH2:9][CH2:8][CH2:7][CH:6]1[C:10](=[O:28])[CH:11]([CH2:20][CH2:21][C:22]1[CH:27]=[CH:26][CH:25]=[CH:24][CH:23]=1)[CH2:12][CH2:13][C:14]1[CH:19]=[CH:18][CH:17]=[CH:16][CH:15]=1)=[O:29]. (7) Given the reactants [CH3:1][O:2][C:3]1[CH:12]=[C:11]2[C:6]([N:7]=[CH:8][C:9](=[O:47])[N:10]2[CH2:13][CH:14]([NH:34]S(C2C=CC=CC=2[N+]([O-])=O)(=O)=O)[C@H:15]2[CH2:20][CH2:19][C@H:18]([NH:21][CH2:22][C:23]3[N:24]=[CH:25][C:26]4[O:27][CH2:28][C:29](=[O:33])[NH:30][C:31]=4[N:32]=3)[CH2:17][CH2:16]2)=[CH:5][CH:4]=1.C1(S)C=CC=CC=1.C(=O)([O-])[O-].[K+].[K+], predict the reaction product. The product is: [NH2:34][CH:14]([C@H:15]1[CH2:20][CH2:19][C@H:18]([NH:21][CH2:22][C:23]2[N:24]=[CH:25][C:26]3[O:27][CH2:28][C:29](=[O:33])[NH:30][C:31]=3[N:32]=2)[CH2:17][CH2:16]1)[CH2:13][N:10]1[C:11]2[C:6](=[CH:5][CH:4]=[C:3]([O:2][CH3:1])[CH:12]=2)[N:7]=[CH:8][C:9]1=[O:47].